From a dataset of Full USPTO retrosynthesis dataset with 1.9M reactions from patents (1976-2016). Predict the reactants needed to synthesize the given product. (1) The reactants are: [CH:1]([S:3]([N:6]1[CH2:11][CH2:10][CH:9]([C:12]2[C:20]3[C:15](=[C:16]([C:27]([NH2:29])=[O:28])[CH:17]=[C:18]([C:21]4[CH:26]=[CH:25][CH:24]=[CH:23][CH:22]=4)[CH:19]=3)[NH:14][CH:13]=2)[CH2:8][CH2:7]1)(=[O:5])=[O:4])=[CH2:2].Cl.[CH3:31][O:32][NH2:33].C([O-])([O-])=O.[K+].[K+]. Given the product [CH3:31][O:32][NH:33][CH2:2][CH2:1][S:3]([N:6]1[CH2:7][CH2:8][CH:9]([C:12]2[C:20]3[C:15](=[C:16]([C:27]([NH2:29])=[O:28])[CH:17]=[C:18]([C:21]4[CH:26]=[CH:25][CH:24]=[CH:23][CH:22]=4)[CH:19]=3)[NH:14][CH:13]=2)[CH2:10][CH2:11]1)(=[O:5])=[O:4], predict the reactants needed to synthesize it. (2) Given the product [OH:12][C@H:11]([C:13]1[CH:22]=[CH:21][C:16]2[C:17](=[O:20])[O:18][CH2:19][C:15]=2[C:14]=1[CH3:23])[CH2:10][N:6]1[CH2:7][CH2:8][CH2:9][C:4]([CH2:3][NH:2][CH2:38][C@H:36]([OH:37])[C:27]2[CH:28]=[CH:29][C:30]3[C:31](=[O:35])[O:32][CH2:33][C:34]=3[C:26]=2[CH3:25])([CH3:24])[CH2:5]1, predict the reactants needed to synthesize it. The reactants are: Cl.[NH2:2][CH2:3][C:4]1([CH3:24])[CH2:9][CH2:8][CH2:7][N:6]([CH2:10][C@@H:11]([C:13]2[CH:22]=[CH:21][C:16]3[C:17](=[O:20])[O:18][CH2:19][C:15]=3[C:14]=2[CH3:23])[OH:12])[CH2:5]1.[CH3:25][C:26]1[C:34]2[CH2:33][O:32][C:31](=[O:35])[C:30]=2[CH:29]=[CH:28][C:27]=1[C@@H:36]1[CH2:38][O:37]1. (3) Given the product [F:1][C:2]1[C:7]([O:8][CH3:9])=[CH:6][C:5]([O:10][CH3:11])=[C:4]([F:12])[C:3]=1[N:13]1[C:22](=[O:23])[C:21]2([CH2:25][CH2:24]2)[C:20]2[C:15](=[CH:16][N:17]=[C:18]([C:26]3[CH:31]=[C:30]([N+:32]([O-:34])=[O:33])[CH:29]=[C:28]([CH2:35][N:51]4[CH2:56][CH2:55][O:54][CH2:53][CH2:52]4)[CH:27]=3)[CH:19]=2)[CH2:14]1, predict the reactants needed to synthesize it. The reactants are: [F:1][C:2]1[C:7]([O:8][CH3:9])=[CH:6][C:5]([O:10][CH3:11])=[C:4]([F:12])[C:3]=1[N:13]1[C:22](=[O:23])[C:21]2([CH2:25][CH2:24]2)[C:20]2[C:15](=[CH:16][N:17]=[C:18]([C:26]3[CH:31]=[C:30]([N+:32]([O-:34])=[O:33])[CH:29]=[C:28]([CH2:35]O)[CH:27]=3)[CH:19]=2)[CH2:14]1.C(N(CC)C(C)C)(C)C.CS(Cl)(=O)=O.[NH:51]1[CH2:56][CH2:55][O:54][CH2:53][CH2:52]1.C(=O)([O-])[O-].[Cs+].[Cs+]. (4) Given the product [CH2:1]([O:8][C:9]([CH3:24])([C:20]([F:21])([F:22])[F:23])[C:10]([OH:12])=[O:11])[C:2]1[CH:3]=[CH:4][CH:5]=[CH:6][CH:7]=1, predict the reactants needed to synthesize it. The reactants are: [CH2:1]([O:8][C:9]([CH3:24])([C:20]([F:23])([F:22])[F:21])[C:10]([O:12]CC1C=CC=CC=1)=[O:11])[C:2]1[CH:7]=[CH:6][CH:5]=[CH:4][CH:3]=1.[OH-].[Na+]. (5) Given the product [C:24]([O:23][C:22]([NH:21][C@@:19]1([CH3:20])[C@H:15]([N:9]2[CH:10]=[CH:11][C:12](=[O:14])[NH:13][C:8]2=[O:7])[O:16][C@H:17]([CH2:30][O:31][P:41]([NH:50][C@@H:51]([CH3:61])[C:52]([O:54][CH2:55][CH2:56][C:57]([CH3:60])([CH3:59])[CH3:58])=[O:53])([O:43][C:44]2[CH:49]=[CH:48][CH:47]=[CH:46][CH:45]=2)=[O:42])[C@H:18]1[OH:29])=[O:28])([CH3:25])([CH3:26])[CH3:27], predict the reactants needed to synthesize it. The reactants are: C([Mg]Cl)(C)(C)C.[O:7]=[C:8]1[NH:13][C:12](=[O:14])[CH:11]=[CH:10][N:9]1[C@H:15]1[C@@:19]([NH:21][C:22](=[O:28])[O:23][C:24]([CH3:27])([CH3:26])[CH3:25])([CH3:20])[C@H:18]([OH:29])[C@@H:17]([CH2:30][OH:31])[O:16]1.[N+](C1C=CC([P:41]([NH:50][C@@H:51]([CH3:61])[C:52]([O:54][CH2:55][CH2:56][C:57]([CH3:60])([CH3:59])[CH3:58])=[O:53])([O:43][C:44]2[CH:49]=[CH:48][CH:47]=[CH:46][CH:45]=2)=[O:42])=CC=1)([O-])=O.[Cl-].[NH4+]. (6) Given the product [CH4:1].[OH2:2].[OH2:2].[OH2:2].[OH2:2].[OH2:2].[OH2:2].[OH2:2].[OH2:2], predict the reactants needed to synthesize it. The reactants are: [CH4:1].[OH2:2]. (7) Given the product [CH3:1][O:2][C:3]([C:5]1([C:8]2[CH:9]=[CH:10][C:11]([C:39]3[CH:40]=[CH:41][C:36]([N:31]4[C:30]([NH:29][C:28]([O:27][C@@H:23]([CH2:25][CH3:26])[CH3:24])=[O:43])=[C:34]([CH3:35])[N:33]=[N:32]4)=[CH:37][CH:38]=3)=[CH:12][CH:13]=2)[CH2:6][CH2:7]1)=[O:4], predict the reactants needed to synthesize it. The reactants are: [CH3:1][O:2][C:3]([C:5]1([C:8]2[CH:13]=[CH:12][C:11](B3OC(C)(C)C(C)(C)O3)=[CH:10][CH:9]=2)[CH2:7][CH2:6]1)=[O:4].[C@H:23]([O:27][C:28](=[O:43])[NH:29][C:30]1[N:31]([C:36]2[CH:41]=[CH:40][C:39](Br)=[CH:38][CH:37]=2)[N:32]=[N:33][C:34]=1[CH3:35])([CH2:25][CH3:26])[CH3:24].P([O-])([O-])([O-])=O.[K+].[K+].[K+].COC1C=CC=C(OC)C=1C1C=CC=CC=1P(C1CCCCC1)C1CCCCC1.